Dataset: NCI-60 drug combinations with 297,098 pairs across 59 cell lines. Task: Regression. Given two drug SMILES strings and cell line genomic features, predict the synergy score measuring deviation from expected non-interaction effect. (1) Drug 1: C1CN1C2=NC(=NC(=N2)N3CC3)N4CC4. Drug 2: C1CN(CCN1C(=O)CCBr)C(=O)CCBr. Cell line: OVCAR-5. Synergy scores: CSS=18.7, Synergy_ZIP=-10.1, Synergy_Bliss=-1.59, Synergy_Loewe=-3.65, Synergy_HSA=-0.488. (2) Drug 1: CC1C(C(CC(O1)OC2CC(CC3=C2C(=C4C(=C3O)C(=O)C5=C(C4=O)C(=CC=C5)OC)O)(C(=O)C)O)N)O.Cl. Drug 2: C1CN(CCN1C(=O)CCBr)C(=O)CCBr. Cell line: SK-MEL-5. Synergy scores: CSS=25.0, Synergy_ZIP=1.05, Synergy_Bliss=9.69, Synergy_Loewe=-7.86, Synergy_HSA=6.36. (3) Drug 1: COC1=NC(=NC2=C1N=CN2C3C(C(C(O3)CO)O)O)N. Drug 2: CCCCCOC(=O)NC1=NC(=O)N(C=C1F)C2C(C(C(O2)C)O)O. Cell line: KM12. Synergy scores: CSS=-8.62, Synergy_ZIP=6.11, Synergy_Bliss=6.31, Synergy_Loewe=-4.51, Synergy_HSA=-4.46. (4) Drug 1: CCCCCOC(=O)NC1=NC(=O)N(C=C1F)C2C(C(C(O2)C)O)O. Drug 2: CC1=C2C(C(=O)C3(C(CC4C(C3C(C(C2(C)C)(CC1OC(=O)C(C(C5=CC=CC=C5)NC(=O)C6=CC=CC=C6)O)O)OC(=O)C7=CC=CC=C7)(CO4)OC(=O)C)O)C)OC(=O)C. Cell line: OVCAR3. Synergy scores: CSS=37.8, Synergy_ZIP=5.86, Synergy_Bliss=3.70, Synergy_Loewe=-34.7, Synergy_HSA=1.48. (5) Drug 1: C1CCC(CC1)NC(=O)N(CCCl)N=O. Drug 2: C1=CC(=CC=C1CCCC(=O)O)N(CCCl)CCCl. Cell line: RPMI-8226. Synergy scores: CSS=51.1, Synergy_ZIP=-0.924, Synergy_Bliss=-0.912, Synergy_Loewe=-4.23, Synergy_HSA=1.43.